This data is from Peptide-MHC class I binding affinity with 185,985 pairs from IEDB/IMGT. The task is: Regression. Given a peptide amino acid sequence and an MHC pseudo amino acid sequence, predict their binding affinity value. This is MHC class I binding data. (1) The peptide sequence is KTDVIDLLY. The MHC is HLA-B27:05 with pseudo-sequence HLA-B27:05. The binding affinity (normalized) is 0.0847. (2) The peptide sequence is GALYLGHSA. The MHC is HLA-A68:02 with pseudo-sequence HLA-A68:02. The binding affinity (normalized) is 0.126. (3) The peptide sequence is RLQRLHRVA. The MHC is HLA-B08:01 with pseudo-sequence HLA-B08:01. The binding affinity (normalized) is 0.335. (4) The peptide sequence is YPLHEQYGM. The MHC is HLA-B45:01 with pseudo-sequence HLA-B45:01. The binding affinity (normalized) is 0. (5) The binding affinity (normalized) is 0.703. The peptide sequence is ISANANFSY. The MHC is HLA-B35:01 with pseudo-sequence HLA-B35:01. (6) The peptide sequence is GMGQKDSYV. The MHC is HLA-A02:02 with pseudo-sequence HLA-A02:02. The binding affinity (normalized) is 0.741. (7) The peptide sequence is IPTNFSISI. The MHC is HLA-A30:02 with pseudo-sequence HLA-A30:02. The binding affinity (normalized) is 0. (8) The peptide sequence is FMPNFSYMYW. The MHC is Mamu-B17 with pseudo-sequence Mamu-B17. The binding affinity (normalized) is 0.750. (9) The peptide sequence is YQSMIRPPY. The MHC is HLA-B58:01 with pseudo-sequence HLA-B58:01. The binding affinity (normalized) is 0.0847. (10) The peptide sequence is YAEMWAQDA. The MHC is HLA-B08:01 with pseudo-sequence HLA-B08:01. The binding affinity (normalized) is 0.0518.